From a dataset of Full USPTO retrosynthesis dataset with 1.9M reactions from patents (1976-2016). Predict the reactants needed to synthesize the given product. (1) Given the product [CH3:17][C:16]1[CH:15]=[C:14]([CH3:18])[NH:13][C:12](=[O:19])[C:11]=1[CH2:10][NH:9][C:7]([C:6]1[CH:20]=[C:2]([C:70]2[CH:71]=[CH:72][C:73]([CH2:74][N:75]3[CH2:80][CH2:79][O:78][CH2:77][CH2:76]3)=[CH:81][CH:82]=2)[CH:3]=[C:4]([N:23]([CH2:30][CH3:31])[CH:24]2[CH2:29][CH2:28][O:27][CH2:26][CH2:25]2)[C:5]=1[CH2:21][CH3:22])=[O:8], predict the reactants needed to synthesize it. The reactants are: Cl[C:2]1[CH:3]=[C:4]([N:23]([CH2:30][CH3:31])[CH:24]2[CH2:29][CH2:28][O:27][CH2:26][CH2:25]2)[C:5]([CH2:21][CH3:22])=[C:6]([CH:20]=1)[C:7]([NH:9][CH2:10][C:11]1[C:12](=[O:19])[NH:13][C:14]([CH3:18])=[CH:15][C:16]=1[CH3:17])=[O:8].C1(P(C2CCCCC2)C2C=CC=CC=2C2C(N(C)C)=CC=CC=2)CCCCC1.[F-].[Cs+].CC1(C)C(C)(C)OB([C:70]2[CH:82]=[CH:81][C:73]([CH2:74][N:75]3[CH2:80][CH2:79][O:78][CH2:77][CH2:76]3)=[CH:72][CH:71]=2)O1. (2) The reactants are: C(OC(=O)[NH:7][C:8]1[CH:9]=[C:10]([C:14]2[CH:15]=[N:16][CH:17]=[CH:18][CH:19]=2)[CH:11]=[N:12][CH:13]=1)(C)(C)C.[ClH:21]. Given the product [ClH:21].[ClH:21].[NH2:7][C:8]1[CH:13]=[N:12][CH:11]=[C:10]([C:14]2[CH:15]=[N:16][CH:17]=[CH:18][CH:19]=2)[CH:9]=1, predict the reactants needed to synthesize it. (3) Given the product [Cl:59][C:56]1[CH:57]=[CH:58][C:45]2[N:44]([CH3:60])[C:43](=[O:61])[CH:42]([NH:41][C:39]([NH:36][C:6]3[C:7]4[C:12](=[CH:11][CH:10]=[CH:9][CH:8]=4)[C:3]([N:2]([CH3:1])[CH3:16])=[CH:4][CH:5]=3)=[O:24])[N:48]=[C:47]([C:49]3[CH:50]=[CH:51][CH:52]=[CH:53][CH:54]=3)[C:46]=2[CH:55]=1, predict the reactants needed to synthesize it. The reactants are: [CH3:1][N:2]([CH3:16])[C:3]1[C:12]2[C:7](=[CH:8][CH:9]=[CH:10][CH:11]=2)[C:6](C(O)=O)=[CH:5][CH:4]=1.C1(P(N=[N+]=[N-])(C2C=CC=CC=2)=[O:24])C=CC=CC=1.C([N:36]([CH2:39]C)CC)C.[NH2:41][CH:42]1[N:48]=[C:47]([C:49]2[CH:54]=[CH:53][CH:52]=[CH:51][CH:50]=2)[C:46]2[CH:55]=[C:56]([Cl:59])[CH:57]=[CH:58][C:45]=2[N:44]([CH3:60])[C:43]1=[O:61]. (4) Given the product [CH3:8][NH:7][C:6]([C@@H:5]([O:20][S:19]([C:23]1[CH:29]=[CH:28][C:26]([CH3:27])=[CH:25][CH:24]=1)(=[O:22])=[O:21])[C:1]1[CH:17]=[CH:16][CH:18]=[CH:31][CH:30]=1)=[O:39], predict the reactants needed to synthesize it. The reactants are: [CH:1]1N=CN2C[CH2:8][NH:7][CH2:6][C:5]=12.C(N([CH:16]([CH3:18])[CH3:17])C(C)C)C.[S:19]([C:23]1[CH:29]=[CH:28][C:26]([CH3:27])=[CH:25][CH:24]=1)([O-:22])(=[O:21])=[O:20].[CH3:30][CH2:31]OCC.CC(C)C(=[O:39])C. (5) Given the product [Br:1][C:2]1[CH:3]=[C:4](/[CH:5]=[C:18](\[NH:17][C:15]([O:14][C:10]([CH3:13])([CH3:12])[CH3:11])=[O:16])/[C:19]([O:21][CH3:22])=[O:20])[CH:7]=[CH:8][CH:9]=1, predict the reactants needed to synthesize it. The reactants are: [Br:1][C:2]1[CH:3]=[C:4]([CH:7]=[CH:8][CH:9]=1)[CH:5]=O.[C:10]([O:14][C:15]([NH:17][CH:18](P(OC)(OC)=O)[C:19]([O:21][CH3:22])=[O:20])=[O:16])([CH3:13])([CH3:12])[CH3:11].O.C(OCC)(=O)C. (6) The reactants are: [CH2:1]([O:3][C:4](=[O:25])[C:5]([CH3:24])=[CH:6][C@H:7]([NH:16][C:17]([O:19][C:20]([CH3:23])([CH3:22])[CH3:21])=[O:18])[CH2:8][C:9]1[CH:14]=[CH:13][C:12](Br)=[CH:11][CH:10]=1)[CH3:2].C(OC(=O)/C(/C)=C/[C@H](NC(OC(C)(C)C)=O)CC1C=CC(Br)=CC=1)C.[Cl:51][C:52]1[CH:53]=[C:54](B(O)O)[CH:55]=[CH:56][CH:57]=1. Given the product [CH2:1]([O:3][C:4](=[O:25])/[C:5](/[CH3:24])=[CH:6]/[C@H:7]([NH:16][C:17]([O:19][C:20]([CH3:23])([CH3:22])[CH3:21])=[O:18])[CH2:8][C:9]1[CH:14]=[CH:13][C:12]([C:56]2[CH:55]=[CH:54][CH:53]=[C:52]([Cl:51])[CH:57]=2)=[CH:11][CH:10]=1)[CH3:2], predict the reactants needed to synthesize it. (7) The reactants are: [NH2:1][CH:2]([C:7]1[CH:12]=[CH:11][CH:10]=[C:9]([Cl:13])[C:8]=1[Cl:14])[CH2:3][C:4]([OH:6])=[O:5].C(=O)([O-])O.[Na+].[C:20](O[C:20]([O:22][C:23]([CH3:26])([CH3:25])[CH3:24])=[O:21])([O:22][C:23]([CH3:26])([CH3:25])[CH3:24])=[O:21].C(OCC)(=O)C. Given the product [C:23]([O:22][C:20]([NH:1][CH:2]([C:7]1[CH:12]=[CH:11][CH:10]=[C:9]([Cl:13])[C:8]=1[Cl:14])[CH2:3][C:4]([OH:6])=[O:5])=[O:21])([CH3:26])([CH3:25])[CH3:24], predict the reactants needed to synthesize it. (8) Given the product [CH:7]1([C@@H:5]2[N:4]([C:12]3[CH:19]=[CH:18][C:15]([C:16]#[N:17])=[C:14]([CH3:20])[N:13]=3)[N:3]=[C:2]([C:29]3[CH:28]=[CH:27][C:26]([S:23]([CH2:21][CH3:22])(=[O:25])=[O:24])=[CH:31][CH:30]=3)[CH2:6]2)[CH2:11][CH2:10][CH2:9][CH2:8]1, predict the reactants needed to synthesize it. The reactants are: Cl[C:2]1[CH2:6][C@H:5]([CH:7]2[CH2:11][CH2:10][CH2:9][CH2:8]2)[N:4]([C:12]2[CH:19]=[CH:18][C:15]([C:16]#[N:17])=[C:14]([CH3:20])[N:13]=2)[N:3]=1.[CH2:21]([S:23]([C:26]1[CH:31]=[CH:30][C:29](B(O)O)=[CH:28][CH:27]=1)(=[O:25])=[O:24])[CH3:22]. (9) Given the product [C:9]([O:13][C:14]([NH:16][CH2:17][C@H:18]([N:23]1[CH2:24][CH2:25][N:26]([S:4]([CH2:3][CH:2]([CH3:8])[CH3:1])(=[O:6])=[O:5])[CH2:27][CH2:28]1)[C:19]([O:21][CH3:22])=[O:20])=[O:15])([CH3:12])([CH3:10])[CH3:11], predict the reactants needed to synthesize it. The reactants are: [CH3:1][CH:2]([CH3:8])[CH2:3][S:4](Cl)(=[O:6])=[O:5].[C:9]([O:13][C:14]([NH:16][CH2:17][C@H:18]([N:23]1[CH2:28][CH2:27][NH:26][CH2:25][CH2:24]1)[C:19]([O:21][CH3:22])=[O:20])=[O:15])([CH3:12])([CH3:11])[CH3:10].C(N(CC)CC)C.O. (10) Given the product [N+:15]([C:18]1[CH:23]=[CH:22][C:21]([O:14][CH:11]2[CH2:10][CH2:9][NH:8][CH2:13][CH2:12]2)=[CH:20][CH:19]=1)([O-:17])=[O:16], predict the reactants needed to synthesize it. The reactants are: C([N:8]1[CH2:13][CH2:12][CH:11]([OH:14])[CH2:10][CH2:9]1)(OC(C)(C)C)=O.[N+:15]([C:18]1[CH:23]=[CH:22][C:21](O)=[CH:20][CH:19]=1)([O-:17])=[O:16].C1(P(C2C=CC=CC=2)C2C=CC=CC=2)C=CC=CC=1.N(C(OC(C)C)=O)=NC(OC(C)C)=O.